Dataset: Catalyst prediction with 721,799 reactions and 888 catalyst types from USPTO. Task: Predict which catalyst facilitates the given reaction. (1) Reactant: [OH:1][CH2:2][C:3]1[CH:12]=[CH:11][C:10]([O:13][CH3:14])=[C:9]2[C:4]=1[CH:5]=[CH:6][CH:7]=[N:8]2. Product: [CH3:14][O:13][C:10]1[C:9]2[N:8]=[CH:7][CH:6]=[CH:5][C:4]=2[C:3]([CH:2]=[O:1])=[CH:12][CH:11]=1. The catalyst class is: 485. (2) Reactant: [CH:1]([C:4]1[CH:9]=[CH:8][C:7]([C:10](=O)[CH2:11][O:12][C:13]2[CH:18]=[C:17]([CH3:19])[CH:16]=[C:15]([CH3:20])[CH:14]=2)=[CH:6][CH:5]=1)([CH3:3])[CH3:2].O.[O-2].[O-2].[O-2].O=[Si]=O.O=[Si]=O.O=[Si]=O.O=[Si]=O.[Al+3].[Al+3]. Product: [CH:1]([C:4]1[CH:9]=[CH:8][C:7]([C:10]2[C:14]3[C:15]([CH3:20])=[CH:16][C:17]([CH3:19])=[CH:18][C:13]=3[O:12][CH:11]=2)=[CH:6][CH:5]=1)([CH3:3])[CH3:2]. The catalyst class is: 11. (3) Reactant: [CH2:1]([C@@H:3]1[CH2:20][C:19]2[C@H:14]([CH2:15][CH2:16][C:17](=[O:21])[CH:18]=2)[C@@H:13]2[C@@H:4]1[C:5]1[C@@:9]([CH2:11][CH2:12]2)([CH3:10])[C@@H:8]([OH:22])[CH2:7][CH:6]=1)[CH3:2].[Li].N.[Cl-].[NH4+]. Product: [CH2:1]([C@@H:3]1[CH2:20][C@@H:19]2[C@H:14]([CH2:15][CH2:16][C:17](=[O:21])[CH2:18]2)[C@@H:13]2[C@@H:4]1[C:5]1[C@@:9]([CH2:11][CH2:12]2)([CH3:10])[C@@H:8]([OH:22])[CH2:7][CH:6]=1)[CH3:2]. The catalyst class is: 7. (4) Reactant: Cl.O.[C:3]([C:5]1[CH:6]=[C:7]([NH:11][C:12]2[C:21]3[C:16](=[CH:17][C:18]([O:25][CH3:26])=[C:19]([N+:22]([O-])=O)[CH:20]=3)[N:15]=[CH:14][N:13]=2)[CH:8]=[CH:9][CH:10]=1)#[CH:4].[OH-].[Na+]. Product: [C:3]([C:5]1[CH:6]=[C:7]([NH:11][C:12]2[C:21]3[C:16](=[CH:17][C:18]([O:25][CH3:26])=[C:19]([NH2:22])[CH:20]=3)[N:15]=[CH:14][N:13]=2)[CH:8]=[CH:9][CH:10]=1)#[CH:4]. The catalyst class is: 415.